From a dataset of Forward reaction prediction with 1.9M reactions from USPTO patents (1976-2016). Predict the product of the given reaction. Given the reactants Br[C:2]1[CH:3]=[C:4]([CH:16]=[O:17])[C:5]([N:8]2[CH2:13][C@@H:12]([CH3:14])[O:11][C@@H:10]([CH3:15])[CH2:9]2)=[N:6][CH:7]=1.C([Sn](CCCC)(CCCC)[C:23]1[N:24]=[C:25]([O:28][CH3:29])[S:26][CH:27]=1)CCC, predict the reaction product. The product is: [CH3:15][C@H:10]1[O:11][C@@H:12]([CH3:14])[CH2:13][N:8]([C:5]2[C:4]([CH:16]=[O:17])=[CH:3][C:2]([C:23]3[N:24]=[C:25]([O:28][CH3:29])[S:26][CH:27]=3)=[CH:7][N:6]=2)[CH2:9]1.